This data is from Peptide-MHC class II binding affinity with 134,281 pairs from IEDB. The task is: Regression. Given a peptide amino acid sequence and an MHC pseudo amino acid sequence, predict their binding affinity value. This is MHC class II binding data. (1) The peptide sequence is VFGSAFQGLFGGLNW. The MHC is H-2-IAd with pseudo-sequence H-2-IAd. The binding affinity (normalized) is 0.245. (2) The peptide sequence is ENITSGFLGPLLVLQ. The MHC is DRB1_0801 with pseudo-sequence DRB1_0801. The binding affinity (normalized) is 0. (3) The peptide sequence is PHAATIRVLALGNQE. The MHC is DRB1_0401 with pseudo-sequence DRB1_0401. The binding affinity (normalized) is 0.0869. (4) The peptide sequence is LQRLAAVLAGY. The MHC is HLA-DQA10102-DQB10602 with pseudo-sequence HLA-DQA10102-DQB10602. The binding affinity (normalized) is 0.163. (5) The peptide sequence is YDKFLINVSTVLTGK. The MHC is DRB1_0101 with pseudo-sequence DRB1_0101. The binding affinity (normalized) is 0.822. (6) The peptide sequence is YLTFLPSADEIYDCKV. The MHC is HLA-DQA10501-DQB10301 with pseudo-sequence HLA-DQA10501-DQB10301. The binding affinity (normalized) is 0.101. (7) The binding affinity (normalized) is 0.587. The MHC is DRB1_0101 with pseudo-sequence DRB1_0101. The peptide sequence is AYVATVSEALRIIAG.